Dataset: Catalyst prediction with 721,799 reactions and 888 catalyst types from USPTO. Task: Predict which catalyst facilitates the given reaction. (1) Reactant: CC(OC)(C)C.C(Cl)Cl.[F:10][C:11]1[CH:12]=[C:13]([CH:36]=[C:37]([F:39])[CH:38]=1)[CH2:14][C@H:15]([NH:32][C:33](=[O:35])[CH3:34])[C@H:16]([OH:31])[CH2:17][NH:18][C@@H:19]1[C:28]2[C:23](=[CH:24][CH:25]=[C:26]([CH2:29][CH3:30])[CH:27]=2)[O:22][CH2:21][CH2:20]1.Cl. Product: [F:10][C:11]1[CH:12]=[C:13]([CH:36]=[C:37]([F:39])[CH:38]=1)[CH2:14][C@H:15]([NH:32][C:33](=[O:35])[CH3:34])[C@H:16]([OH:31])[CH2:17][NH:18][CH:19]1[C:28]2[C:23](=[CH:24][CH:25]=[C:26]([CH2:29][CH3:30])[CH:27]=2)[O:22][CH2:21][CH2:20]1. The catalyst class is: 798. (2) Reactant: [NH2:1][C:2]1[CH:11]=[CH:10][C:9]2[C:4](=[C:5](O)[CH:6]=[CH:7][CH:8]=2)[N:3]=1.N1C=CC=CC=1.[S:19](O[S:19]([C:22]([F:25])([F:24])[F:23])(=[O:21])=[O:20])([C:22]([F:25])([F:24])[F:23])(=[O:21])=[O:20]. Product: [F:23][C:22]([F:25])([F:24])[S:19]([C:5]1[CH:6]=[CH:7][CH:8]=[C:9]2[C:4]=1[N:3]=[C:2]([NH2:1])[CH:11]=[CH:10]2)(=[O:21])=[O:20]. The catalyst class is: 1. (3) Reactant: [CH3:1][N:2]([CH3:20])[C:3]1[CH:8]=[CH:7][C:6]([N:9]2[C:14](=[O:15])[CH:13]=[CH:12][C:11]([C:16]([O:18]C)=[O:17])=[CH:10]2)=[CH:5][CH:4]=1.[OH-].[Li+]. Product: [CH3:1][N:2]([CH3:20])[C:3]1[CH:8]=[CH:7][C:6]([N:9]2[C:14](=[O:15])[CH:13]=[CH:12][C:11]([C:16]([OH:18])=[O:17])=[CH:10]2)=[CH:5][CH:4]=1. The catalyst class is: 24. (4) Reactant: [C:1]([O:4][CH2:5][CH:6]([CH2:20][O:21][C:22](=[O:24])[CH3:23])[CH2:7][CH2:8][N:9]1[CH:17]=[N:16][C:15]2[C:10]1=[N:11][C:12]([NH2:19])=[N:13][C:14]=2Cl)(=[O:3])[CH3:2].C(N(CC)CC)C. Product: [C:1]([O:4][CH2:5][CH:6]([CH2:20][O:21][C:22](=[O:24])[CH3:23])[CH2:7][CH2:8][N:9]1[CH:17]=[N:16][C:15]2[C:10]1=[N:11][C:12]([NH2:19])=[N:13][CH:14]=2)(=[O:3])[CH3:2].[CH3:2][C:1]([O:4][CH2:5][CH:6]([CH2:20][O:21][C:22]([CH3:23])=[O:24])[CH2:7][CH2:8][N:9]1[C:10]2[N:11]=[C:12]([NH2:19])[N:13]=[CH:14][C:15]=2[N:16]=[CH:17]1)=[O:3]. The catalyst class is: 153. (5) Reactant: [CH3:1][CH:2]1[N:7]([C:8]([O:10][C:11]([CH3:14])([CH3:13])[CH3:12])=[O:9])[CH2:6][CH2:5][C:4]([C:15]2[CH:24]=[CH:23][CH:22]=[C:21]3[C:16]=2[CH:17]=[CH:18][C:19]([CH3:25])=[N:20]3)=[CH:3]1. Product: [CH3:1][CH:2]1[CH2:3][CH:4]([C:15]2[CH:24]=[CH:23][CH:22]=[C:21]3[C:16]=2[CH:17]=[CH:18][C:19]([CH3:25])=[N:20]3)[CH2:5][CH2:6][N:7]1[C:8]([O:10][C:11]([CH3:12])([CH3:14])[CH3:13])=[O:9]. The catalyst class is: 29. (6) Reactant: [Cl:1][C:2]1[CH:3]=[CH:4][C:5]([O:25][CH3:26])=[C:6]([C:8]2[C:12]([NH:13][C:14]([C:16]3[CH:17]=[N:18][N:19]4[CH:24]=[CH:23][CH:22]=[N:21][C:20]=34)=[O:15])=[CH:11][NH:10][N:9]=2)[CH:7]=1.Br[CH:28]([CH3:36])[C:29]([O:31][C:32]([CH3:35])([CH3:34])[CH3:33])=[O:30].C(=O)([O-])[O-].[Cs+].[Cs+]. Product: [Cl:1][C:2]1[CH:3]=[CH:4][C:5]([O:25][CH3:26])=[C:6]([C:8]2[C:12]([NH:13][C:14]([C:16]3[CH:17]=[N:18][N:19]4[CH:24]=[CH:23][CH:22]=[N:21][C:20]=34)=[O:15])=[CH:11][N:10]([CH:28]([CH3:36])[C:29]([O:31][C:32]([CH3:35])([CH3:34])[CH3:33])=[O:30])[N:9]=2)[CH:7]=1. The catalyst class is: 9. (7) Reactant: [F:1][C:2]1([F:17])[CH2:7][CH2:6][N:5]([C:8]([O:10][C:11]([CH3:14])([CH3:13])[CH3:12])=[O:9])[CH2:4][CH:3]1[CH2:15][OH:16].[H-].[Na+].Cl[C:21]1[C:26]2=[N:27][CH:28]=[CH:29][N:30]=[C:25]2[CH:24]=[C:23]([Cl:31])[N:22]=1. Product: [Cl:31][C:23]1[N:22]=[C:21]([O:16][CH2:15][CH:3]2[C:2]([F:1])([F:17])[CH2:7][CH2:6][N:5]([C:8]([O:10][C:11]([CH3:13])([CH3:12])[CH3:14])=[O:9])[CH2:4]2)[C:26]2=[N:27][CH:28]=[CH:29][N:30]=[C:25]2[CH:24]=1. The catalyst class is: 9. (8) Reactant: [Cl-].O[NH3+:3].[C:4](=[O:7])([O-])[OH:5].[Na+].CS(C)=O.[Si]([O:20][C:21]1[CH:61]=[CH:60][C:24]([O:25][C@H:26]2[CH2:31][CH2:30][C@H:29]([N:32]3[C:37](=[O:38])[C:36]([CH2:39][C:40]4[CH:45]=[CH:44][C:43]([C:46]5[C:47]([C:52]#[N:53])=[CH:48][CH:49]=[CH:50][CH:51]=5)=[CH:42][CH:41]=4)=[C:35]([CH2:54][CH2:55][CH3:56])[N:34]4[N:57]=[CH:58][N:59]=[C:33]34)[CH2:28][CH2:27]2)=[CH:23][CH:22]=1)(C(C)(C)C)(C)C. Product: [OH:20][C:21]1[CH:22]=[CH:23][C:24]([O:25][C@H:26]2[CH2:27][CH2:28][C@H:29]([N:32]3[C:37](=[O:38])[C:36]([CH2:39][C:40]4[CH:41]=[CH:42][C:43]([C:46]5[CH:51]=[CH:50][CH:49]=[CH:48][C:47]=5[C:52]5[NH:53][C:4](=[O:7])[O:5][N:3]=5)=[CH:44][CH:45]=4)=[C:35]([CH2:54][CH2:55][CH3:56])[N:34]4[N:57]=[CH:58][N:59]=[C:33]34)[CH2:30][CH2:31]2)=[CH:60][CH:61]=1. The catalyst class is: 69.